This data is from Ames mutagenicity test results for genotoxicity prediction. The task is: Regression/Classification. Given a drug SMILES string, predict its toxicity properties. Task type varies by dataset: regression for continuous values (e.g., LD50, hERG inhibition percentage) or binary classification for toxic/non-toxic outcomes (e.g., AMES mutagenicity, cardiotoxicity, hepatotoxicity). Dataset: ames. (1) The molecule is O=CC(=O)c1ccccc1. The result is 1 (mutagenic). (2) The molecule is CC(=O)C(N=Nc1ccc(-c2ccc(N=NC(C(C)=O)C(=O)Nc3ccccc3)c(Cl)c2)cc1Cl)C(=O)Nc1ccccc1. The result is 0 (non-mutagenic). (3) The drug is CC(=O)Nc1ccc(Sc2ccccc2)cc1. The result is 1 (mutagenic). (4) The molecule is CCOc1ccc(N=O)cc1. The result is 1 (mutagenic). (5) The result is 1 (mutagenic). The compound is Cc1ccc(OCC2CO2)cc1. (6) The molecule is c1ccc2c(c1)-c1cccc3cc4ccccc4c-2c13. The result is 1 (mutagenic). (7) The result is 1 (mutagenic). The compound is [N-]=[N+]=Nc1ccc(F)c([N+](=O)[O-])c1. (8) The molecule is ClCc1cc2c3ccccc3cc3ccc4cccc1c4c32. The result is 1 (mutagenic).